From a dataset of Catalyst prediction with 721,799 reactions and 888 catalyst types from USPTO. Predict which catalyst facilitates the given reaction. (1) Reactant: [F:1][C:2]([F:27])([F:26])[C:3]1[CH:21]=[C:20]([C:22]([F:25])([F:24])[F:23])[CH:19]=[CH:18][C:4]=1[CH2:5][O:6][C:7]1[CH:12]=[CH:11][C:10]([C:13](=O)[CH3:14])=[CH:9][C:8]=1[O:16][CH3:17].[S:28]1[CH2:34][C:32](=[O:33])[NH:31][C:29]1=[S:30].C1(C)C=CC=CC=1. Product: [F:1][C:2]([F:26])([F:27])[C:3]1[CH:21]=[C:20]([C:22]([F:24])([F:25])[F:23])[CH:19]=[CH:18][C:4]=1[CH2:5][O:6][C:7]1[CH:12]=[CH:11][C:10]([C:13](=[C:34]2[S:28][C:29](=[S:30])[NH:31][C:32]2=[O:33])[CH3:14])=[CH:9][C:8]=1[O:16][CH3:17]. The catalyst class is: 25. (2) Reactant: C[Si](C)(C)[N-][Si](C)(C)C.[Na+].[F:11][C:12]1[CH:17]=[CH:16][CH:15]=[C:14]([F:18])[C:13]=1[C:19]([F:31])([F:30])[S:20]([C:23]1[CH2:27][C:26]([CH3:29])([CH3:28])[O:25][N:24]=1)(=[O:22])=[O:21].C1C=CC(S(N(S(C2C=CC=CC=2)(=O)=O)[F:42])(=O)=O)=CC=1. Product: [F:18][C:14]1[CH:15]=[CH:16][CH:17]=[C:12]([F:11])[C:13]=1[C:19]([F:31])([F:30])[S:20]([C:23]1[CH:27]([F:42])[C:26]([CH3:28])([CH3:29])[O:25][N:24]=1)(=[O:22])=[O:21]. The catalyst class is: 7. (3) Reactant: C(NC1CCCCC1)(C)C.C([Li])CCC.[CH2:16]([O:18][C:19](=[O:27])[CH2:20][C:21]1[CH:26]=[CH:25][N:24]=[CH:23][CH:22]=1)[CH3:17].[Cl:28][C:29]1[N:34]=[C:33]([Cl:35])[C:32]([CH2:36]I)=[CH:31][N:30]=1. Product: [CH2:16]([O:18][C:19](=[O:27])[CH:20]([C:21]1[CH:26]=[CH:25][N:24]=[CH:23][CH:22]=1)[CH2:36][C:32]1[C:33]([Cl:35])=[N:34][C:29]([Cl:28])=[N:30][CH:31]=1)[CH3:17]. The catalyst class is: 54. (4) Reactant: Br[C:2]1[CH:7]=[CH:6][CH:5]=[CH:4][C:3]=1[CH2:8][CH2:9][C:10]([N:12]([CH:22]([CH3:24])[CH3:23])[NH:13][C:14](=[O:21])[C:15]1[CH:20]=[CH:19][CH:18]=[CH:17][CH:16]=1)=[O:11].C([O-])([O-])=O.[Na+].[Na+].[Cl:31][C:32]1[CH:33]=[C:34](B(O)O)[CH:35]=[CH:36][C:37]=1[F:38]. Product: [Cl:31][C:32]1[CH:33]=[C:34]([C:2]2[CH:7]=[CH:6][CH:5]=[CH:4][C:3]=2[CH2:8][CH2:9][C:10]([N:12]([CH:22]([CH3:24])[CH3:23])[NH:13][C:14](=[O:21])[C:15]2[CH:20]=[CH:19][CH:18]=[CH:17][CH:16]=2)=[O:11])[CH:35]=[CH:36][C:37]=1[F:38]. The catalyst class is: 57. (5) Reactant: [Cl:1][C:2]1[CH:7]=[CH:6][C:5]([S:8]([NH:11][C@H:12]([C:15]2[CH:20]=[CH:19][CH:18]=[CH:17][CH:16]=2)[CH2:13][CH3:14])(=[O:10])=[O:9])=[CH:4][CH:3]=1.Br[CH2:22][C:23]1[CH:32]=[CH:31][C:26]([C:27]([O:29][CH3:30])=[O:28])=[C:25]([F:33])[C:24]=1[F:34].C([O-])([O-])=O.[K+].[K+]. Product: [Cl:1][C:2]1[CH:7]=[CH:6][C:5]([S:8]([N:11]([CH2:22][C:23]2[CH:32]=[CH:31][C:26]([C:27]([O:29][CH3:30])=[O:28])=[C:25]([F:33])[C:24]=2[F:34])[C@H:12]([C:15]2[CH:16]=[CH:17][CH:18]=[CH:19][CH:20]=2)[CH2:13][CH3:14])(=[O:10])=[O:9])=[CH:4][CH:3]=1. The catalyst class is: 3. (6) Reactant: N(C(OC(C)C)=O)=NC(OC(C)C)=O.[CH3:15][C:16]1[CH:21]=[C:20]([N+:22]([O-:24])=[O:23])[CH:19]=[C:18]([CH3:25])[C:17]=1[OH:26].[CH3:27][N:28]([CH3:32])[CH2:29][CH2:30]O. Product: [CH3:15][C:16]1[CH:21]=[C:20]([N+:22]([O-:24])=[O:23])[CH:19]=[C:18]([CH3:25])[C:17]=1[O:26][CH2:30][CH2:29][N:28]([CH3:32])[CH3:27]. The catalyst class is: 13. (7) Reactant: [Cl:1][C:2]1[CH:3]=[N:4][C:5]([NH:11][CH2:12][C:13]([F:16])([F:15])[F:14])=[C:6]([CH:10]=1)[C:7]([OH:9])=O.CCN=C=NCCCN(C)C.C1C=CC2N(O)N=NC=2C=1.CCN(C(C)C)C(C)C.[CH3:47][C:48]([NH2:52])([C:50]#[CH:51])[CH3:49]. Product: [Cl:1][C:2]1[CH:3]=[N:4][C:5]([NH:11][CH2:12][C:13]([F:16])([F:15])[F:14])=[C:6]([CH:10]=1)[C:7]([NH:52][C:48]([CH3:49])([C:50]#[CH:51])[CH3:47])=[O:9]. The catalyst class is: 2.